From a dataset of Full USPTO retrosynthesis dataset with 1.9M reactions from patents (1976-2016). Predict the reactants needed to synthesize the given product. (1) Given the product [C:7]([C:9]1[CH:10]=[CH:11][C:12]([C:15]([NH:39][C:40]([C:41]#[N:42])([CH3:55])[CH2:43][O:44][C:45]2[CH:50]=[CH:49][CH:48]=[CH:47][C:46]=2[C:51]([F:53])([F:54])[F:52])=[O:17])=[CH:13][CH:14]=1)(=[O:8])[C:4]1[CH:3]=[CH:2][CH:1]=[CH:6][CH:5]=1, predict the reactants needed to synthesize it. The reactants are: [CH:1]1[CH:6]=[CH:5][C:4]([C:7]([C:9]2[CH:14]=[CH:13][C:12]([C:15]([OH:17])=O)=[CH:11][CH:10]=2)=[O:8])=[CH:3][CH:2]=1.Cl.CN(C)CCCN=C=NCC.C(N(C(C)C)C(C)C)C.[NH2:39][C:40]([CH3:55])([CH2:43][O:44][C:45]1[CH:50]=[CH:49][CH:48]=[CH:47][C:46]=1[C:51]([F:54])([F:53])[F:52])[C:41]#[N:42]. (2) Given the product [F:10][C:7]1[CH:6]=[C:3]2[C:4]([NH2:5])=[N:13][NH:12][C:2]2=[N:9][CH:8]=1, predict the reactants needed to synthesize it. The reactants are: Cl[C:2]1[N:9]=[CH:8][C:7]([F:10])=[CH:6][C:3]=1[C:4]#[N:5].O.[NH2:12][NH2:13].